Dataset: Full USPTO retrosynthesis dataset with 1.9M reactions from patents (1976-2016). Task: Predict the reactants needed to synthesize the given product. Given the product [Br:1][C:2]1[N:11]=[C:10]([C:12]([O:14][CH3:15])=[O:13])[C:9]([O:16][CH2:23][C:22]2[CH:25]=[CH:26][C:19]([O:18][CH3:17])=[CH:20][CH:21]=2)=[C:8]2[C:3]=1[CH:4]=[CH:5][CH:6]=[N:7]2, predict the reactants needed to synthesize it. The reactants are: [Br:1][C:2]1[N:11]=[C:10]([C:12]([O:14][CH3:15])=[O:13])[C:9]([OH:16])=[C:8]2[C:3]=1[CH:4]=[CH:5][CH:6]=[N:7]2.[CH3:17][O:18][C:19]1[CH:26]=[CH:25][C:22]([CH2:23]Cl)=[CH:21][CH:20]=1.C([O-])([O-])=O.[Cs+].[Cs+].